This data is from Peptide-MHC class I binding affinity with 185,985 pairs from IEDB/IMGT. The task is: Regression. Given a peptide amino acid sequence and an MHC pseudo amino acid sequence, predict their binding affinity value. This is MHC class I binding data. (1) The peptide sequence is QPFPSQQPY. The MHC is HLA-B53:01 with pseudo-sequence HLA-B53:01. The binding affinity (normalized) is 0.175. (2) The peptide sequence is GMLECGFPT. The MHC is HLA-A02:06 with pseudo-sequence HLA-A02:06. The binding affinity (normalized) is 0.808. (3) The peptide sequence is GAGDFSHGW. The MHC is HLA-B57:01 with pseudo-sequence HLA-B57:01. The binding affinity (normalized) is 0.626. (4) The peptide sequence is VQLESRFTP. The MHC is HLA-A24:02 with pseudo-sequence HLA-A24:02. The binding affinity (normalized) is 0.